This data is from Full USPTO retrosynthesis dataset with 1.9M reactions from patents (1976-2016). The task is: Predict the reactants needed to synthesize the given product. Given the product [Br:16][C:8]1[CH:9]=[C:10]([C:13](=[O:15])[CH3:14])[CH:11]=[CH:12][C:7]=1[S:27][C:24]([CH3:26])([CH3:25])[CH3:23], predict the reactants needed to synthesize it. The reactants are: CN(C)C=O.F[C:7]1[CH:12]=[CH:11][C:10]([C:13](=[O:15])[CH3:14])=[CH:9][C:8]=1[Br:16].C(=O)([O-])[O-].[K+].[K+].[CH3:23][C:24]([SH:27])([CH3:26])[CH3:25].